This data is from Reaction yield outcomes from USPTO patents with 853,638 reactions. The task is: Predict the reaction yield, written as a fraction of the theoretical maximum amount of product (1.0 means a 100% yield; for example, 0.34 means a 34% yield). (1) The reactants are Cl.[OH:2][CH2:3][C:4]1[C:9]([OH:10])=[CH:8][CH:7]=[CH:6][N:5]=1.C(=O)([O-])[O-].[K+].[K+].Br[CH2:18][CH2:19][O:20][CH:21]1[CH2:26][CH2:25][CH2:24][CH2:23][O:22]1. The catalyst is C(#N)C. The product is [O:22]1[CH2:23][CH2:24][CH2:25][CH2:26][CH:21]1[O:20][CH2:19][CH2:18][O:10][C:9]1[C:4]([CH2:3][OH:2])=[N:5][CH:6]=[CH:7][CH:8]=1. The yield is 0.930. (2) The reactants are C([N:8]1[CH2:12][CH:11]([OH:13])[CH:10]([NH:14][C:15]([C:17]2[C:21]([CH3:22])=[C:20](/[CH:23]=[C:24]3\[C:25](=[O:34])[NH:26][C:27]4[C:32]\3=[CH:31][C:30]([F:33])=[CH:29][CH:28]=4)[NH:19][C:18]=2[CH3:35])=[O:16])[CH2:9]1)C1C=CC=CC=1.CN(C=O)C. The catalyst is C(O)(=O)C.[Pd].CO. The product is [OH:13][CH:11]1[CH2:12][NH:8][CH2:9][CH:10]1[NH:14][C:15]([C:17]1[C:21]([CH3:22])=[C:20](/[CH:23]=[C:24]2\[C:25](=[O:34])[NH:26][C:27]3[C:32]\2=[CH:31][C:30]([F:33])=[CH:29][CH:28]=3)[NH:19][C:18]=1[CH3:35])=[O:16]. The yield is 0.670. (3) The reactants are [N+:1]([C:4]1[CH:8]=[C:7]([CH2:9][OH:10])[NH:6][N:5]=1)([O-:3])=[O:2].C([O-])([O-])=O.[Cs+].[Cs+].[CH3:17][CH:18]1[CH2:20][O:19]1. The product is [OH:10][CH2:9][C:7]1[N:6]([CH2:17][CH:18]([OH:19])[CH3:20])[N:5]=[C:4]([N+:1]([O-:3])=[O:2])[CH:8]=1. The yield is 0.500. The catalyst is ClCCl. (4) The reactants are Br[C:2]1[CH:3]=[C:4]([CH:9]=[CH:10][C:11]=1[CH2:12][NH:13][CH2:14][C@@H:15]([OH:17])[CH3:16])[C:5]([O:7][CH3:8])=[O:6].C([O-])([O-])=O.[K+].[K+]. The catalyst is [Cu]I.C(O)(C)C. The product is [CH3:16][C@H:15]1[CH2:14][NH:13][CH2:12][C:11]2[CH:10]=[CH:9][C:4]([C:5]([O:7][CH3:8])=[O:6])=[CH:3][C:2]=2[O:17]1. The yield is 0.590. (5) The reactants are [S:1]1[C:5]([CH2:6][O:7][C:8]([NH:10][C@H:11]([CH2:33][C:34]2[CH:39]=[CH:38][CH:37]=[CH:36][CH:35]=2)[CH2:12][NH:13][CH2:14][C@H:15]([NH:23][C:24]([O:26][CH2:27][C:28]2[S:32][CH:31]=[N:30][CH:29]=2)=[O:25])[CH2:16][C:17]2[CH:22]=[CH:21][CH:20]=[CH:19][CH:18]=2)=[O:9])=[CH:4][N:3]=[CH:2]1.[CH:40](=O)[C:41]1[CH:46]=[CH:45][CH:44]=[CH:43][CH:42]=1.C(O)(=O)C.C(O[BH-](OC(=O)C)OC(=O)C)(=O)C.[Na+]. No catalyst specified. The product is [CH2:40]([N:13]([CH2:14][C@H:15]([NH:23][C:24]([O:26][CH2:27][C:28]1[S:32][CH:31]=[N:30][CH:29]=1)=[O:25])[CH2:16][C:17]1[CH:18]=[CH:19][CH:20]=[CH:21][CH:22]=1)[CH2:12][C@H:11]([NH:10][C:8]([O:7][CH2:6][C:5]1[S:1][CH:2]=[N:3][CH:4]=1)=[O:9])[CH2:33][C:34]1[CH:39]=[CH:38][CH:37]=[CH:36][CH:35]=1)[C:41]1[CH:46]=[CH:45][CH:44]=[CH:43][CH:42]=1. The yield is 0.180. (6) The reactants are C1(P(C2C=CC=CC=2)C2C=CC=CC=2)C=CC=CC=1.BrN1C(=O)CCC1=O.[Cl:28][C:29]1[CH:30]=[C:31]([C@@H:39]([CH2:43][CH:44]2[CH2:48][CH2:47][CH2:46][CH2:45]2)[C:40]([OH:42])=O)[CH:32]=[CH:33][C:34]=1[S:35]([CH3:38])(=[O:37])=[O:36].[O:49]1[CH:53]=[CH:52][C:51]([C:54]2[N:55]=[CH:56][C:57]([NH2:60])=[N:58][CH:59]=2)=[CH:50]1.N1C=CC=CC=1. The catalyst is C(Cl)Cl. The product is [Cl:28][C:29]1[CH:30]=[C:31]([C@@H:39]([CH2:43][CH:44]2[CH2:48][CH2:47][CH2:46][CH2:45]2)[C:40]([NH:60][C:57]2[CH:56]=[N:55][C:54]([C:51]3[CH:52]=[CH:53][O:49][CH:50]=3)=[CH:59][N:58]=2)=[O:42])[CH:32]=[CH:33][C:34]=1[S:35]([CH3:38])(=[O:36])=[O:37]. The yield is 0.485. (7) The reactants are CON(C)[C:4](=[O:14])[CH2:5][NH:6][C:7](=[O:13])[O:8][C:9]([CH3:12])([CH3:11])[CH3:10].[CH:16]1([Mg]Cl)[CH2:21][CH2:20][CH2:19][CH2:18][CH2:17]1. The catalyst is C1COCC1. The product is [CH:16]1([C:4](=[O:14])[CH2:5][NH:6][C:7](=[O:13])[O:8][C:9]([CH3:10])([CH3:11])[CH3:12])[CH2:21][CH2:20][CH2:19][CH2:18][CH2:17]1. The yield is 0.250. (8) The reactants are [CH3:1][O:2][C:3](=[O:14])[C:4]1[CH:9]=[C:8](Br)[C:7]([F:11])=[CH:6][C:5]=1[O:12][CH3:13].C([O-])([O-])=O.[K+].[K+].[C:21]1(B(O)O)[CH:26]=[CH:25][CH:24]=[CH:23][CH:22]=1. The catalyst is C1C=CC([P]([Pd]([P](C2C=CC=CC=2)(C2C=CC=CC=2)C2C=CC=CC=2)([P](C2C=CC=CC=2)(C2C=CC=CC=2)C2C=CC=CC=2)[P](C2C=CC=CC=2)(C2C=CC=CC=2)C2C=CC=CC=2)(C2C=CC=CC=2)C2C=CC=CC=2)=CC=1.OO. The product is [CH3:1][O:2][C:3]([C:4]1[CH:9]=[C:8]([C:21]2[CH:26]=[CH:25][CH:24]=[CH:23][CH:22]=2)[C:7]([F:11])=[CH:6][C:5]=1[O:12][CH3:13])=[O:14]. The yield is 0.910.